From a dataset of Full USPTO retrosynthesis dataset with 1.9M reactions from patents (1976-2016). Predict the reactants needed to synthesize the given product. (1) Given the product [CH2:16]([C:23]1[CH:28]=[CH:27][N:26]([C:29]2[CH:34]=[CH:33][C:32]([O:35][C:2]3[C:11]4[C:6](=[CH:7][C:8]([O:14][CH3:15])=[C:9]([O:12][CH3:13])[CH:10]=4)[N:5]=[CH:4][CH:3]=3)=[C:31]([F:36])[CH:30]=2)[C:25](=[O:37])[CH:24]=1)[C:17]1[CH:18]=[CH:19][CH:20]=[CH:21][CH:22]=1, predict the reactants needed to synthesize it. The reactants are: Cl[C:2]1[C:11]2[C:6](=[CH:7][C:8]([O:14][CH3:15])=[C:9]([O:12][CH3:13])[CH:10]=2)[N:5]=[CH:4][CH:3]=1.[CH2:16]([C:23]1[CH:28]=[CH:27][N:26]([C:29]2[CH:34]=[CH:33][C:32]([OH:35])=[C:31]([F:36])[CH:30]=2)[C:25](=[O:37])[CH:24]=1)[C:17]1[CH:22]=[CH:21][CH:20]=[CH:19][CH:18]=1. (2) Given the product [Br:30][C:20]1[S:19][C:18]([CH3:22])=[C:17]([C:13]2[N:8]3[N:9]=[C:10]([CH3:12])[CH:11]=[C:6]([CH:3]([CH2:4][CH3:5])[CH2:1][CH3:2])[C:7]3=[N:15][C:14]=2[CH3:16])[CH:21]=1, predict the reactants needed to synthesize it. The reactants are: [CH2:1]([CH:3]([C:6]1[C:7]2[N:8]([C:13]([C:17]3[CH:21]=[CH:20][S:19][C:18]=3[CH3:22])=[C:14]([CH3:16])[N:15]=2)[N:9]=[C:10]([CH3:12])[CH:11]=1)[CH2:4][CH3:5])[CH3:2].C1C(=O)N([Br:30])C(=O)C1. (3) The reactants are: [F:1][C:2]1[CH:7]=[CH:6][CH:5]=[C:4]([F:8])[C:3]=1[C:9]1[O:10][C:11]([C:17]2[CH:22]=[CH:21][CH:20]=[C:19]([CH:23]=O)[CH:18]=2)=[C:12]([C:14]([NH2:16])=[O:15])[N:13]=1.[NH:25]1[CH2:30][CH2:29][O:28][CH2:27][CH2:26]1.C(O[BH-](OC(=O)C)OC(=O)C)(=O)C.[Na+].C(O)(=O)C. Given the product [F:1][C:2]1[CH:7]=[CH:6][CH:5]=[C:4]([F:8])[C:3]=1[C:9]1[O:10][C:11]([C:17]2[CH:22]=[CH:21][CH:20]=[C:19]([CH2:23][N:25]3[CH2:30][CH2:29][O:28][CH2:27][CH2:26]3)[CH:18]=2)=[C:12]([C:14]([NH2:16])=[O:15])[N:13]=1, predict the reactants needed to synthesize it. (4) Given the product [Br:3][C:4]1[CH:5]=[CH:6][C:7]([O:22][CH2:23][C:24]2[CH:29]=[CH:28][C:27]([F:30])=[C:26]([F:31])[CH:25]=2)=[C:8]([CH:21]=1)[C:9]([OH:11])=[O:10], predict the reactants needed to synthesize it. The reactants are: [Li+].[OH-].[Br:3][C:4]1[CH:5]=[CH:6][C:7]([O:22][CH2:23][C:24]2[CH:29]=[CH:28][C:27]([F:30])=[C:26]([F:31])[CH:25]=2)=[C:8]([CH:21]=1)[C:9]([O:11]CC1C=CC(F)=C(F)C=1)=[O:10]. (5) Given the product [OH:1][C:2]1[CH:7]=[CH:6][C:5]([N:8]2[C:16]3[C:11](=[CH:12][CH:13]=[CH:14][CH:15]=3)[C:10]([CH:17]=[N:25][OH:26])=[C:9]2[C:19]2[CH:23]=[CH:22][NH:21][N:20]=2)=[CH:4][CH:3]=1, predict the reactants needed to synthesize it. The reactants are: [OH:1][C:2]1[CH:7]=[CH:6][C:5]([N:8]2[C:16]3[C:11](=[CH:12][CH:13]=[CH:14][CH:15]=3)[C:10]([CH:17]=O)=[C:9]2[C:19]2[CH:23]=[CH:22][NH:21][N:20]=2)=[CH:4][CH:3]=1.Cl.[NH2:25][OH:26].N1C=CC=CC=1.